Task: Predict the product of the given reaction.. Dataset: Forward reaction prediction with 1.9M reactions from USPTO patents (1976-2016) (1) Given the reactants [CH3:1][O:2][C:3](=[O:44])[CH2:4][C@H:5]([OH:43])[CH2:6][C@H:7]([OH:42])[CH:8]=[CH:9][C:10]1[N:11]([CH:39]([CH3:41])[CH3:40])[C:12]([C:28](=[O:38])[NH:29][CH2:30][C:31]2[CH:36]=[CH:35][C:34]([F:37])=[CH:33][CH:32]=2)=[C:13]([C:22]2[CH:27]=[CH:26][CH:25]=[CH:24][CH:23]=2)[C:14]=1[C:15]1[CH:20]=[CH:19][C:18]([F:21])=[CH:17][CH:16]=1, predict the reaction product. The product is: [CH3:1][O:2][C:3](=[O:44])[CH2:4][C@H:5]([OH:43])[CH2:6][C@H:7]([OH:42])[CH2:8][CH2:9][C:10]1[N:11]([CH:39]([CH3:41])[CH3:40])[C:12]([C:28](=[O:38])[NH:29][CH2:30][C:31]2[CH:36]=[CH:35][C:34]([F:37])=[CH:33][CH:32]=2)=[C:13]([C:22]2[CH:27]=[CH:26][CH:25]=[CH:24][CH:23]=2)[C:14]=1[C:15]1[CH:16]=[CH:17][C:18]([F:21])=[CH:19][CH:20]=1. (2) Given the reactants C(OC(C1C=C([C:12]2[CH:17]=[CH:16][C:15]([CH2:18][S:19][CH2:20][CH2:21][O:22][C:23]3[CH:28]=[CH:27][CH:26]=[CH:25][CH:24]=3)=[CH:14][CH:13]=2)C=CC=1)=O)C.[CH2:29]([O:31][C:32]([C:34]1[C:35](C2C=CC(CSCCO)=CC=2)=[CH:36][CH:37]=[CH:38][CH:39]=1)=[O:33])[CH3:30].C1(O)C=CC=CC=1.C1(P(C2C=CC=CC=2)C2C=CC=CC=2)C=CC=CC=1, predict the reaction product. The product is: [CH2:29]([O:31][C:32]([C:34]1[C:39]([C:12]2[CH:13]=[CH:14][C:15]([CH2:18][S:19][CH2:20][CH2:21][O:22][C:23]3[CH:24]=[CH:25][CH:26]=[CH:27][CH:28]=3)=[CH:16][CH:17]=2)=[CH:38][CH:37]=[CH:36][CH:35]=1)=[O:33])[CH3:30]. (3) Given the reactants [CH2:1]([N:4]([CH2:14][CH:15]=[CH2:16])[CH2:5][C:6]([C:8]1[S:9][C:10]([F:13])=[CH:11][CH:12]=1)=O)[CH:2]=[CH2:3].N1C=CC=CC=1.Cl.[NH2:24][OH:25], predict the reaction product. The product is: [F:13][C:10]1[S:9][C:8]([C:6](=[N:24][OH:25])[CH2:5][N:4]([CH2:14][CH:15]=[CH2:16])[CH2:1][CH:2]=[CH2:3])=[CH:12][CH:11]=1. (4) Given the reactants O/[CH:2]=[C:3]1\[C:4](=[O:13])[NH:5][C:6]2[C:11]\1=[CH:10][CH:9]=[C:8]([F:12])[CH:7]=2.O/C=C1\C(=O)NC2C\1=CC=CC=2.[O:26]1[CH:30]=[CH:29][CH:28]=[C:27]1[C:31]1[NH:35][N:34]=[C:33]([NH2:36])[CH:32]=1.NC1C=CNN=1, predict the reaction product. The product is: [F:12][C:8]1[CH:7]=[C:6]2[C:11]([C:3](=[CH:2][NH:36][C:33]3[CH:32]=[C:31]([C:27]4[O:26][CH:30]=[CH:29][CH:28]=4)[NH:35][N:34]=3)[C:4](=[O:13])[NH:5]2)=[CH:10][CH:9]=1. (5) Given the reactants [CH3:1][O:2][C:3]1[C:8]2[N:9]=[C:10]([NH:12][C:13](=[O:20])[C:14]3[CH:19]=[CH:18][CH:17]=[CH:16][CH:15]=3)[S:11][C:7]=2[C:6]([N:21]2[CH2:26][CH2:25][S:24][CH2:23][CH2:22]2)=[CH:5][CH:4]=1.I([O-])(=O)(=O)=[O:28].[Na+].O.ClCCl, predict the reaction product. The product is: [CH3:1][O:2][C:3]1[C:8]2[N:9]=[C:10]([NH:12][C:13](=[O:20])[C:14]3[CH:19]=[CH:18][CH:17]=[CH:16][CH:15]=3)[S:11][C:7]=2[C:6]([N:21]2[CH2:22][CH2:23][S:24](=[O:28])[CH2:25][CH2:26]2)=[CH:5][CH:4]=1. (6) The product is: [S:1]1[C:2]([CH2:19][CH2:18][N:17]([CH3:21])[CH3:16])=[CH:3][C:4]2[CH:9]=[CH:8][CH:7]=[CH:6][C:5]1=2. Given the reactants [S:1]1[C:5]2[CH:6]=[CH:7][CH:8]=[CH:9][C:4]=2[CH:3]=[CH:2]1.[Li]CCCC.Br.[CH3:16][N:17]([CH3:21])[CH2:18][CH2:19]Br, predict the reaction product. (7) Given the reactants [NH2:1][C:2]1[C:7]([N+:8]([O-:10])=[O:9])=[CH:6][C:5](Br)=[CH:4][N:3]=1.C(=O)(O)[O-].[Na+].[F:17][C:18]1[CH:23]=[CH:22][C:21](B(O)O)=[CH:20][CH:19]=1, predict the reaction product. The product is: [NH2:1][C:2]1[C:7]([N+:8]([O-:10])=[O:9])=[CH:6][C:5]([C:21]2[CH:22]=[CH:23][C:18]([F:17])=[CH:19][CH:20]=2)=[CH:4][N:3]=1.